From a dataset of Experimentally validated miRNA-target interactions with 360,000+ pairs, plus equal number of negative samples. Binary Classification. Given a miRNA mature sequence and a target amino acid sequence, predict their likelihood of interaction. (1) Result: 0 (no interaction). The protein sequence of the target gene is MHLSAVFNALLVSVLAAVLWKHVRLREHAATLEEELALGQQSLDPVLGLKIDYPKALQILMEGGTHMVCTGRTHTDRICRFKWLCYSNEAEEFIFFHGNSSVMLPNLGSRRFQPALLDLSTVEDHNAQYFNFVELPAAALRFMPKPVFVPDVALIANRFNPDNLMHVFHDDLLPLFYTLRQFPGLAQEARLFFMEGWGEGAHFDLYKLLSPKQPLLRAQLKTLGRLLCFSHAFVGLSKVTTWYQYGFVQPQGPKANILVSGNEIRQFTRFMTERLNVSHAGAPLGEEYILVFSRTQNRLI.... The miRNA is hsa-miR-6878-5p with sequence AGGGAGAAAGCUAGAAGCUGAAG. (2) The miRNA is hsa-miR-7159-3p with sequence UUUCUAUGUUAGUUGGAAG. The protein sequence of the target gene is MSDRQAAEGPAFWSPAARRGSAGGVGDRRGVEESQAAASEKEDLESTNVSSPLASASDPAAESSPYRPQMVSPASKDTTEDLQNVAGASEGQAPGEQAALPAGQTQVLSEMAKYQAPQRPEDTVMIQSEHTGAIDVLSADLESADLLGDHRKVSPPLMAPPCVWTFAKVKEFKSKLGKEKNSRLVVKRGEVVTIRVPTHPEGKRVCWEFATDDYDIGFGVYFDWTPVTSTDITVQVSDSSEDEEEEEDEEEEIEEPVPVGDVERGSRSSLRGRYGEVMPVYRRDSHRDVQAGSHDYPGEG.... Result: 0 (no interaction). (3) The miRNA is mmu-miR-410-5p with sequence AGGUUGUCUGUGAUGAGUUCG. The protein sequence of the target gene is MPLNVSFANRNYDLDYDSVQPYFICDEEENFYHQQQQSELQPPAPSEDIWKKFELLPTPPLSPSRRSGLCSPSYVAVATSFSPREDDDGGGGNFSTADQLEMMTELLGGDMVNQSFICDPDDETFIKNIIIQDCMWSGFSAAAKLVSEKLASYQAARKDSTSLSPARGHSVCSTSSLYLQDLTAAASECIDPSVVFPYPLNDSSSPKSCTSSDSTAFSSSSDSLLSSESSPRATPEPLVLHEETPPTTSSDSEEEQDDEEEIDVVSVEKRQPPAKRSESGSSPSRGHSKPPHSPLVLKRC.... Result: 0 (no interaction).